Dataset: Reaction yield outcomes from USPTO patents with 853,638 reactions. Task: Predict the reaction yield, written as a fraction of the theoretical maximum amount of product (1.0 means a 100% yield; for example, 0.34 means a 34% yield). (1) The yield is 0.520. The reactants are [CH3:1][O:2][C:3]1[CH:4]=[CH:5][C:6]([O:9][C:10]2[CH:15]=[C:14]([CH3:16])[C:13]([C:17]3[N:18]=[C:19]([NH2:22])[S:20][CH:21]=3)=[C:12]([CH3:23])[CH:11]=2)=[N:7][CH:8]=1.C(N(CC)CC)C.Cl.[C:32](Cl)(=[O:39])[C:33]1[CH:38]=[CH:37][N:36]=[CH:35][CH:34]=1. The catalyst is C(Cl)Cl. The product is [CH3:1][O:2][C:3]1[CH:4]=[CH:5][C:6]([O:9][C:10]2[CH:15]=[C:14]([CH3:16])[C:13]([C:17]3[N:18]=[C:19]([NH:22][C:32](=[O:39])[C:33]4[CH:38]=[CH:37][N:36]=[CH:35][CH:34]=4)[S:20][CH:21]=3)=[C:12]([CH3:23])[CH:11]=2)=[N:7][CH:8]=1. (2) The catalyst is C1COCC1. The yield is 0.660. The product is [Cl:1][C:2]1[CH:3]=[C:4]2[C:8](=[CH:9][CH:10]=1)[NH:7][CH:6]=[C:5]2[CH2:11][CH2:12][NH:13][C:14](=[O:23])[C:15]1[CH:20]=[CH:19][CH:18]=[C:17]([CH2:21][N:28]2[CH2:29][CH2:30][N:25]([CH3:24])[CH2:26][CH2:27]2)[CH:16]=1. The reactants are [Cl:1][C:2]1[CH:3]=[C:4]2[C:8](=[CH:9][CH:10]=1)[NH:7][CH:6]=[C:5]2[CH2:11][CH2:12][NH:13][C:14](=[O:23])[C:15]1[CH:20]=[CH:19][CH:18]=[C:17]([CH2:21]Cl)[CH:16]=1.[CH3:24][N:25]1[CH2:30][CH2:29][NH:28][CH2:27][CH2:26]1. (3) The reactants are [F:1][C:2]1[CH:3]=[C:4]([C@@H:8]2[N:12]([C:13]([O:15][C:16]([CH3:19])([CH3:18])[CH3:17])=[O:14])[C@:11]([CH3:25])([C:20](OCC)=[O:21])[CH2:10][CH2:9]2)[CH:5]=[N:6][CH:7]=1.[H-].[H-].[H-].[H-].[Li+].[Al+3]. The catalyst is C1COCC1. The product is [F:1][C:2]1[CH:3]=[C:4]([C@@H:8]2[N:12]([C:13]([O:15][C:16]([CH3:17])([CH3:18])[CH3:19])=[O:14])[C@@:11]([CH2:20][OH:21])([CH3:25])[CH2:10][CH2:9]2)[CH:5]=[N:6][CH:7]=1. The yield is 0.950. (4) The reactants are C(O[C@@H:5]1[O:18][C@H:17]([CH2:19][O:20][C:21](=[O:23])[CH3:22])[C@@H:12]([O:13][C:14](=[O:16])[CH3:15])[C@H:7]([O:8][C:9](=[O:11])[CH3:10])[C@H:6]1[N:24]1[C:28](=[O:29])[C:27]2=[CH:30][CH:31]=[CH:32][CH:33]=[C:26]2[C:25]1=[O:34])(=O)C.C[Si]([N:39]=[N+:40]=[N-:41])(C)C.[Sn](Cl)(Cl)(Cl)Cl. The catalyst is C(Cl)Cl. The product is [C:9]([O:8][C@H:7]1[C@H:12]([O:13][C:14](=[O:16])[CH3:15])[C@@H:17]([CH2:19][O:20][C:21](=[O:23])[CH3:22])[O:18][C@@H:5]([N:39]=[N+:40]=[N-:41])[C@@H:6]1[N:24]1[C:25](=[O:34])[C:26]2=[CH:33][CH:32]=[CH:31][CH:30]=[C:27]2[C:28]1=[O:29])(=[O:11])[CH3:10]. The yield is 0.730. (5) The reactants are [Cl:1][C:2]1[CH:3]=[C:4]([N:10]2[C@@H:18]([C:19]3[O:20][C:21]([CH3:24])=[CH:22][CH:23]=3)[C@@H:17]3[C:12]([C:13]4[CH:28]=[CH:27][C:26]([C:29]([OH:31])=O)=[CH:25][C:14]=4[CH2:15][CH2:16]3)=[N:11]2)[CH:5]=[CH:6][C:7]=1[C:8]#[N:9].Cl.[CH3:33][S:34]([CH2:37][CH2:38][NH2:39])(=[O:36])=[O:35]. The catalyst is O. The product is [Cl:1][C:2]1[CH:3]=[C:4]([N:10]2[C@@H:18]([C:19]3[O:20][C:21]([CH3:24])=[CH:22][CH:23]=3)[C@@H:17]3[C:12]([C:13]4[CH:28]=[CH:27][C:26]([C:29]([NH:39][CH2:38][CH2:37][S:34]([CH3:33])(=[O:36])=[O:35])=[O:31])=[CH:25][C:14]=4[CH2:15][CH2:16]3)=[N:11]2)[CH:5]=[CH:6][C:7]=1[C:8]#[N:9]. The yield is 0.700. (6) The reactants are [B:1]([O:10][CH:11]([CH3:13])[CH3:12])([O:6][CH:7]([CH3:9])[CH3:8])OC(C)C.[Cl:14][CH2:15]I.C([Li])CCC.Cl.C(OCC)(=O)C.OC(C(O)(C)C)(C)C. The catalyst is CCCCCC.O1CCCC1. The product is [Cl:14][CH2:15][B:1]1[O:6][C:7]([CH3:8])([CH3:9])[C:11]([CH3:12])([CH3:13])[O:10]1. The yield is 0.810.